From a dataset of Forward reaction prediction with 1.9M reactions from USPTO patents (1976-2016). Predict the product of the given reaction. Given the reactants [OH:1][C:2]1[CH:7]=[CH:6][C:5]([S:8]([NH2:11])(=[O:10])=[O:9])=[CH:4][CH:3]=1.Br[CH2:13][CH2:14][CH2:15][CH2:16][NH:17][C:18](=[O:24])[O:19][C:20]([CH3:23])([CH3:22])[CH3:21].C([O-])([O-])=O.[K+].[K+], predict the reaction product. The product is: [S:8]([C:5]1[CH:6]=[CH:7][C:2]([O:1][CH2:13][CH2:14][CH2:15][CH2:16][NH:17][C:18](=[O:24])[O:19][C:20]([CH3:23])([CH3:22])[CH3:21])=[CH:3][CH:4]=1)(=[O:9])(=[O:10])[NH2:11].